From a dataset of Full USPTO retrosynthesis dataset with 1.9M reactions from patents (1976-2016). Predict the reactants needed to synthesize the given product. (1) The reactants are: Cl[C:2]1[N:7]=[CH:6][N:5]=[C:4]([NH:8][CH2:9][C@@H:10]([C:22]([O:24][C:25]([CH3:28])([CH3:27])[CH3:26])=[O:23])[NH:11][C:12]([O:14][CH2:15][C:16]2[CH:21]=[CH:20][CH:19]=[CH:18][CH:17]=2)=[O:13])[C:3]=1[CH3:29].[NH:30]1[CH2:35][CH2:34][CH:33]([C:36]([O:38][CH3:39])=[O:37])[CH2:32][CH2:31]1.C(OCC)(=O)C.C(=O)(O)[O-].[Na+]. Given the product [CH3:39][O:38][C:36]([CH:33]1[CH2:34][CH2:35][N:30]([C:2]2[N:7]=[CH:6][N:5]=[C:4]([NH:8][CH2:9][C@@H:10]([C:22]([O:24][C:25]([CH3:28])([CH3:27])[CH3:26])=[O:23])[NH:11][C:12]([O:14][CH2:15][C:16]3[CH:21]=[CH:20][CH:19]=[CH:18][CH:17]=3)=[O:13])[C:3]=2[CH3:29])[CH2:31][CH2:32]1)=[O:37], predict the reactants needed to synthesize it. (2) The reactants are: [CH2:1]([O:3][C:4](=[O:18])[CH2:5][C:6]1[CH:11]=[CH:10][C:9]([I:12])=[C:8]([O:13][CH2:14][CH:15]2[CH2:17][CH2:16]2)[CH:7]=1)[CH3:2].[H-].[Na+].[CH2:21](Br)[CH:22]([CH3:24])[CH3:23].[Cl-].[NH4+]. Given the product [CH2:1]([O:3][C:4](=[O:18])[CH:5]([C:6]1[CH:11]=[CH:10][C:9]([I:12])=[C:8]([O:13][CH2:14][CH:15]2[CH2:16][CH2:17]2)[CH:7]=1)[CH2:21][CH:22]([CH3:24])[CH3:23])[CH3:2], predict the reactants needed to synthesize it.